This data is from Peptide-MHC class I binding affinity with 185,985 pairs from IEDB/IMGT. The task is: Regression. Given a peptide amino acid sequence and an MHC pseudo amino acid sequence, predict their binding affinity value. This is MHC class I binding data. The peptide sequence is ARIDARIDF. The MHC is HLA-A31:01 with pseudo-sequence HLA-A31:01. The binding affinity (normalized) is 0.0847.